Dataset: Catalyst prediction with 721,799 reactions and 888 catalyst types from USPTO. Task: Predict which catalyst facilitates the given reaction. (1) Reactant: O1CCO[CH:2]1[C:6]1[C:7]([NH2:23])=[CH:8][C:9]([F:22])=[C:10]([C:12]2[CH:17]=[C:16]([O:18][CH3:19])[CH:15]=[C:14]([O:20][CH3:21])[CH:13]=2)[CH:11]=1.C([N:26]([CH2:29]C)CC)C.ClC(Cl)([O:34]C(=O)OC(Cl)(Cl)Cl)Cl.N.CO.Cl. Product: [CH3:19][O:18][C:16]1[CH:17]=[C:12]([C:10]2[CH:11]=[C:6]3[C:7](=[CH:8][C:9]=2[F:22])[N:23]=[C:29]([OH:34])[N:26]=[CH:2]3)[CH:13]=[C:14]([O:20][CH3:21])[CH:15]=1. The catalyst class is: 523. (2) Reactant: [O:1]1[C:5]2([CH2:10][CH2:9][CH2:8][CH2:7][CH2:6]2)[CH2:4][C:3]([CH:11]=O)=[N:2]1.[F:13][C:14]1[CH:19]=[CH:18][CH:17]=[CH:16][C:15]=1[C:20]1[CH:25]=[C:24]([CH3:26])[C:23]([NH2:27])=[C:22]([NH2:28])[CH:21]=1. Product: [CH3:26][C:24]1[C:23]2[NH:27][C:11]([C:3]3[CH2:4][C:5]4([CH2:10][CH2:9][CH2:8][CH2:7][CH2:6]4)[O:1][N:2]=3)=[N:28][C:22]=2[CH:21]=[C:20]([C:15]2[CH:16]=[CH:17][CH:18]=[CH:19][C:14]=2[F:13])[CH:25]=1. The catalyst class is: 14. (3) Reactant: Cl[C:2]1[N:6]([CH2:7][CH:8]([F:10])[F:9])[N:5]=[CH:4][C:3]=1[N+:11]([O-:13])=[O:12].[NH:14]1[CH2:20][CH2:19][CH2:18][C@@H:17]([NH:21][C:22](=[O:27])[C:23]([F:26])([F:25])[F:24])[CH2:16][CH2:15]1.CCN(C(C)C)C(C)C. Product: [F:9][CH:8]([F:10])[CH2:7][N:6]1[C:2]([N:14]2[CH2:20][CH2:19][CH2:18][C@@H:17]([NH:21][C:22](=[O:27])[C:23]([F:25])([F:24])[F:26])[CH2:16][CH2:15]2)=[C:3]([N+:11]([O-:13])=[O:12])[CH:4]=[N:5]1. The catalyst class is: 14.